The task is: Predict the reaction yield, written as a fraction of the theoretical maximum amount of product (1.0 means a 100% yield; for example, 0.34 means a 34% yield).. This data is from Reaction yield outcomes from USPTO patents with 853,638 reactions. (1) The reactants are [NH2:1][C:2]1[CH:3]=[CH:4][C:5]([O:17][CH2:18][CH2:19][O:20][CH3:21])=[C:6]([N:8]([CH3:16])[C:9](=[O:15])[O:10][C:11]([CH3:14])([CH3:13])[CH3:12])[CH:7]=1.[CH2:22]([N:29]([CH2:40][C:41]1[CH:46]=[CH:45][CH:44]=[CH:43][CH:42]=1)[C:30]1[C:35]([N+:36]([O-:38])=[O:37])=[C:34](Cl)[N:33]=[CH:32][N:31]=1)[C:23]1[CH:28]=[CH:27][CH:26]=[CH:25][CH:24]=1.O. The catalyst is O1CCOCC1. The product is [CH2:40]([N:29]([CH2:22][C:23]1[CH:28]=[CH:27][CH:26]=[CH:25][CH:24]=1)[C:30]1[N:31]=[CH:32][N:33]=[C:34]([NH:1][C:2]2[CH:3]=[CH:4][C:5]([O:17][CH2:18][CH2:19][O:20][CH3:21])=[C:6]([N:8]([CH3:16])[C:9](=[O:15])[O:10][C:11]([CH3:14])([CH3:13])[CH3:12])[CH:7]=2)[C:35]=1[N+:36]([O-:38])=[O:37])[C:41]1[CH:42]=[CH:43][CH:44]=[CH:45][CH:46]=1. The yield is 0.980. (2) The reactants are [NH:1]([C:3]([C:5]1[CH:6]=[C:7]2[C:12](=[CH:13][CH:14]=1)[C:11](=[O:15])[N:10]([CH2:16][CH:17]([CH3:19])[CH3:18])[C:9]([CH2:20][NH:21][C:22](=[O:28])[O:23][C:24]([CH3:27])([CH3:26])[CH3:25])=[C:8]2[C:29]1[CH:34]=[CH:33][CH:32]=[CH:31][CH:30]=1)=[O:4])[NH2:2].[C:35](OC)(OC)(OC)[CH3:36].C1CCN2C(=NCCC2)CC1.C(O)(=O)C. The catalyst is C(O)CCC. The product is [CH2:16]([N:10]1[C:9]([CH2:20][NH:21][C:22](=[O:28])[O:23][C:24]([CH3:27])([CH3:26])[CH3:25])=[C:8]([C:29]2[CH:30]=[CH:31][CH:32]=[CH:33][CH:34]=2)[C:7]2[C:12](=[CH:13][CH:14]=[C:5]([C:3]3[O:4][C:35]([CH3:36])=[N:2][N:1]=3)[CH:6]=2)[C:11]1=[O:15])[CH:17]([CH3:19])[CH3:18]. The yield is 0.910. (3) The reactants are [CH:1]([NH:4][C:5]1[CH:10]=[CH:9][C:8]([O:11][CH3:12])=[C:7]([Cl:13])[CH:6]=1)([CH3:3])[CH3:2].[CH:14]([C:16]1[N:17]=[CH:18][NH:19][CH:20]=1)=O.C([BH3-])#N.[Na+]. The catalyst is CO.[Cl-].[Zn+2].[Cl-]. The product is [Cl:13][C:7]1[CH:6]=[C:5]([N:4]([CH2:14][C:16]2[NH:17][CH:18]=[N:19][CH:20]=2)[CH:1]([CH3:3])[CH3:2])[CH:10]=[CH:9][C:8]=1[O:11][CH3:12]. The yield is 0.490. (4) The reactants are [O:1]=[C:2]1[CH:6]=[C:5]([C@@H:7]2[CH2:12][CH2:11][N:10](C(OC)=O)[C@H:9]([CH2:17][C:18]3[CH:23]=[CH:22][CH:21]=[C:20]([C:24]([F:27])([F:26])[F:25])[CH:19]=3)[CH2:8]2)[O:4][NH:3]1.Br. No catalyst specified. The product is [F:26][C:24]([F:25])([F:27])[C:20]1[CH:19]=[C:18]([CH:23]=[CH:22][CH:21]=1)[CH2:17][C@@H:9]1[CH2:8][C@H:7]([C:5]2[O:4][NH:3][C:2](=[O:1])[CH:6]=2)[CH2:12][CH2:11][NH:10]1. The yield is 0.680. (5) The reactants are [C:1]1(=[O:8])[O:7][CH2:6][CH2:5][CH2:4]CC1.[Li+].CC([N-][CH:14]([CH3:16])[CH3:15])C.I[CH3:18].O. The catalyst is C1COCC1.C(OCC)C. The product is [CH3:18][C:14]1([CH3:15])[CH2:16][CH2:4][CH2:5][CH2:6][O:7][C:1]1=[O:8]. The yield is 0.160. (6) The reactants are [Cl:1][C:2]1[C:7]([Cl:8])=[CH:6][CH:5]=[CH:4][C:3]=1[N:9]1[CH2:14][CH2:13][N:12]([CH2:15][CH2:16][CH2:17][CH:18]=[CH:19][C:20]2[N:29]=[C:28]3[C:23]([C:24]([CH3:31])=[CH:25][C:26](=[O:30])[NH:27]3)=[CH:22][CH:21]=2)[CH2:11][CH2:10]1. The catalyst is C1COCC1.O.CCO.[Ni]. The product is [Cl:1][C:2]1[C:7]([Cl:8])=[CH:6][CH:5]=[CH:4][C:3]=1[N:9]1[CH2:14][CH2:13][N:12]([CH2:15][CH2:16][CH2:17][CH2:18][CH2:19][C:20]2[N:29]=[C:28]3[C:23]([C:24]([CH3:31])=[CH:25][C:26](=[O:30])[NH:27]3)=[CH:22][CH:21]=2)[CH2:11][CH2:10]1. The yield is 0.880.